Dataset: Acute oral toxicity (LD50) regression data from Zhu et al.. Task: Regression/Classification. Given a drug SMILES string, predict its toxicity properties. Task type varies by dataset: regression for continuous values (e.g., LD50, hERG inhibition percentage) or binary classification for toxic/non-toxic outcomes (e.g., AMES mutagenicity, cardiotoxicity, hepatotoxicity). Dataset: ld50_zhu. (1) The rat oral LD50 is 4.87, given as -log10 of the dose in mol/kg body weight (higher means more acutely toxic). The drug is CCOP(=S)(OCC)SC(C(=O)OCCF)c1ccccc1. (2) The rat oral LD50 is 1.97, given as -log10 of the dose in mol/kg body weight (higher means more acutely toxic). The compound is CC(=O)OCc1ccc2c(c1)OCO2. (3) The compound is CC(C)OC(=O)CCCCCCN. The rat oral LD50 is 1.67, given as -log10 of the dose in mol/kg body weight (higher means more acutely toxic). (4) The drug is O=C1CCc2cc(C(O)CCCN3CCN(c4cccc(Cl)c4)CC3)ccc2N1. The rat oral LD50 is 2.92, given as -log10 of the dose in mol/kg body weight (higher means more acutely toxic). (5) The compound is CC(C)(C)c1cc([N+](=O)[O-])cc([N+](=O)[O-])c1Nc1ccc([N+](=O)[O-])cc1[N+](=O)[O-]. The rat oral LD50 is 5.31, given as -log10 of the dose in mol/kg body weight (higher means more acutely toxic).